Dataset: Forward reaction prediction with 1.9M reactions from USPTO patents (1976-2016). Task: Predict the product of the given reaction. (1) The product is: [CH:1]1[C:13]2[CH:12]([CH2:14][O:15][C:16]([N:18]3[CH2:23][C@@H:22]([C:24](=[O:47])[NH:25][CH2:26][C:27]4([CH2:41][CH2:42][CH2:43][CH2:44][O:45][CH3:46])[C:40]5[CH:39]=[CH:38][CH:37]=[CH:36][C:35]=5[O:34][C:33]5[C:28]4=[CH:29][CH:30]=[CH:31][CH:32]=5)[CH2:21][C@@H:20]([NH:48][S:58]([C:55]4[CH:56]=[CH:57][C:52]([CH:49]([CH3:51])[CH3:50])=[CH:53][CH:54]=4)(=[O:60])=[O:59])[CH2:19]3)=[O:17])[C:11]3[C:6](=[CH:7][CH:8]=[CH:9][CH:10]=3)[C:5]=2[CH:4]=[CH:3][CH:2]=1. Given the reactants [CH:1]1[C:13]2[CH:12]([CH2:14][O:15][C:16]([N:18]3[CH2:23][C@@H:22]([C:24](=[O:47])[NH:25][CH2:26][C:27]4([CH2:41][CH2:42][CH2:43][CH2:44][O:45][CH3:46])[C:40]5[CH:39]=[CH:38][CH:37]=[CH:36][C:35]=5[O:34][C:33]5[C:28]4=[CH:29][CH:30]=[CH:31][CH:32]=5)[CH2:21][C@@H:20]([NH2:48])[CH2:19]3)=[O:17])[C:11]3[C:6](=[CH:7][CH:8]=[CH:9][CH:10]=3)[C:5]=2[CH:4]=[CH:3][CH:2]=1.[CH:49]([C:52]1[CH:57]=[CH:56][C:55]([S:58](Cl)(=[O:60])=[O:59])=[CH:54][CH:53]=1)([CH3:51])[CH3:50], predict the reaction product. (2) The product is: [C:1]([C:3]1[CH:11]=[C:10]2[C:6]([C:7](/[CH:12]=[CH:13]/[C:14]3[CH:23]=[CH:22][C:17]([C:18]([OH:20])=[O:19])=[CH:16][CH:15]=3)=[N:8][NH:9]2)=[CH:5][CH:4]=1)#[N:2]. Given the reactants [C:1]([C:3]1[CH:11]=[C:10]2[C:6]([C:7](/[CH:12]=[CH:13]/[C:14]3[CH:23]=[CH:22][C:17]([C:18]([O:20]C)=[O:19])=[CH:16][CH:15]=3)=[N:8][NH:9]2)=[CH:5][CH:4]=1)#[N:2].[OH-].[Na+].C1COCC1, predict the reaction product. (3) Given the reactants [C:1]([C:5]1[N:10]=[CH:9][C:8]([C:11]2[N:12]([C:32](Cl)=[O:33])[C@@:13]([C:25]3[CH:30]=[CH:29][C:28]([Cl:31])=[CH:27][CH:26]=3)([CH3:24])[C@@:14]([C:17]3[CH:22]=[CH:21][C:20]([Cl:23])=[CH:19][CH:18]=3)([CH3:16])[N:15]=2)=[C:7]([O:35][CH2:36][CH3:37])[CH:6]=1)([CH3:4])([CH3:3])[CH3:2].[CH3:38][O:39][CH2:40][CH2:41][N:42]1[CH2:47][CH2:46][NH:45][CH2:44][CH2:43]1, predict the reaction product. The product is: [C:1]([C:5]1[N:10]=[CH:9][C:8]([C:11]2[N:12]([C:32]([N:45]3[CH2:46][CH2:47][N:42]([CH2:41][CH2:40][O:39][CH3:38])[CH2:43][CH2:44]3)=[O:33])[C@@:13]([C:25]3[CH:30]=[CH:29][C:28]([Cl:31])=[CH:27][CH:26]=3)([CH3:24])[C@@:14]([C:17]3[CH:22]=[CH:21][C:20]([Cl:23])=[CH:19][CH:18]=3)([CH3:16])[N:15]=2)=[C:7]([O:35][CH2:36][CH3:37])[CH:6]=1)([CH3:4])([CH3:3])[CH3:2]. (4) The product is: [F:13][C:14]1[CH:15]=[C:16]([N:17]2[CH2:6][CH2:7][CH:5]([C:8]([OH:9])=[O:10])[C:4]2=[O:11])[CH:18]=[C:19]([F:21])[CH:20]=1. Given the reactants CC1(C)[O:9][C:8](=[O:10])[C:5]2([CH2:7][CH2:6]2)[C:4](=[O:11])O1.[F:13][C:14]1[CH:15]=[C:16]([CH:18]=[C:19]([F:21])[CH:20]=1)[NH2:17], predict the reaction product.